This data is from Buchwald-Hartwig C-N cross coupling reaction yields with 55,370 reactions. The task is: Predict the reaction yield, written as a fraction of the theoretical maximum amount of product (1.0 means a 100% yield; for example, 0.34 means a 34% yield). (1) The product is Cc1ccc(Nc2ccc(C(F)(F)F)cc2)cc1. The yield is 0.0837. The reactants are FC(F)(F)c1ccc(I)cc1.Cc1ccc(N)cc1.O=S(=O)(O[Pd]1c2ccccc2-c2ccccc2N~1)C(F)(F)F.CC(C)c1cc(C(C)C)c(-c2ccccc2P(C2CCCCC2)C2CCCCC2)c(C(C)C)c1.CCN=P(N=P(N(C)C)(N(C)C)N(C)C)(N(C)C)N(C)C.c1ccc(CN(Cc2ccccc2)c2ccno2)cc1. No catalyst specified. (2) The reactants are COc1ccc(I)cc1.Cc1ccc(N)cc1.O=S(=O)(O[Pd]1c2ccccc2-c2ccccc2N~1)C(F)(F)F.CC(C)c1cc(C(C)C)c(-c2ccccc2P(C2CCCCC2)C2CCCCC2)c(C(C)C)c1.CN1CCCN2CCCN=C12.COC(=O)c1cc(-c2ccco2)on1. No catalyst specified. The product is COc1ccc(Nc2ccc(C)cc2)cc1. The yield is 0.0811. (3) The reactants are CCc1ccc(Cl)cc1.Cc1ccc(N)cc1.O=S(=O)(O[Pd]1c2ccccc2-c2ccccc2N~1)C(F)(F)F.COc1ccc(OC)c(P([C@]23C[C@H]4C[C@H](C[C@H](C4)C2)C3)[C@]23C[C@H]4C[C@H](C[C@H](C4)C2)C3)c1-c1c(C(C)C)cc(C(C)C)cc1C(C)C.CCN=P(N=P(N(C)C)(N(C)C)N(C)C)(N(C)C)N(C)C.Cc1cc(C)on1. No catalyst specified. The product is CCc1ccc(Nc2ccc(C)cc2)cc1. The yield is 0.00665. (4) The reactants are CCc1ccc(Cl)cc1.Cc1ccc(N)cc1.O=S(=O)(O[Pd]1c2ccccc2-c2ccccc2N~1)C(F)(F)F.CC(C)c1cc(C(C)C)c(-c2ccccc2P(C2CCCCC2)C2CCCCC2)c(C(C)C)c1.CCN=P(N=P(N(C)C)(N(C)C)N(C)C)(N(C)C)N(C)C.CCOC(=O)c1ccon1. No catalyst specified. The product is CCc1ccc(Nc2ccc(C)cc2)cc1. The yield is 0. (5) The reactants are CCc1ccc(Br)cc1.Cc1ccc(N)cc1.O=S(=O)(O[Pd]1c2ccccc2-c2ccccc2N~1)C(F)(F)F.COc1ccc(OC)c(P(C(C)(C)C)C(C)(C)C)c1-c1c(C(C)C)cc(C(C)C)cc1C(C)C.CN1CCCN2CCCN=C12.Cc1ccno1. No catalyst specified. The product is CCc1ccc(Nc2ccc(C)cc2)cc1. The yield is 0.650. (6) The reactants are FC(F)(F)c1ccc(Cl)cc1.Cc1ccc(N)cc1.O=S(=O)(O[Pd]1c2ccccc2-c2ccccc2N~1)C(F)(F)F.COc1ccc(OC)c(P([C@]23C[C@H]4C[C@H](C[C@H](C4)C2)C3)[C@]23C[C@H]4C[C@H](C[C@H](C4)C2)C3)c1-c1c(C(C)C)cc(C(C)C)cc1C(C)C.CCN=P(N=P(N(C)C)(N(C)C)N(C)C)(N(C)C)N(C)C.Cc1ccon1. No catalyst specified. The product is Cc1ccc(Nc2ccc(C(F)(F)F)cc2)cc1. The yield is 0.0126. (7) The reactants are Clc1ccccn1.Cc1ccc(N)cc1.O=S(=O)(O[Pd]1c2ccccc2-c2ccccc2N~1)C(F)(F)F.CC(C)c1cc(C(C)C)c(-c2ccccc2P(C2CCCCC2)C2CCCCC2)c(C(C)C)c1.CCN=P(N=P(N(C)C)(N(C)C)N(C)C)(N(C)C)N(C)C.CCOC(=O)c1cnoc1. No catalyst specified. The product is Cc1ccc(Nc2ccccn2)cc1. The yield is 0.